From a dataset of Reaction yield outcomes from USPTO patents with 853,638 reactions. Predict the reaction yield, written as a fraction of the theoretical maximum amount of product (1.0 means a 100% yield; for example, 0.34 means a 34% yield). (1) The reactants are [F:1][C:2]1[CH:3]=[C:4]([C:8]2([CH:14]=O)[CH2:13][CH2:12][CH2:11][CH2:10][CH2:9]2)[CH:5]=[CH:6][CH:7]=1.[CH3:16][NH:17][CH3:18]. No catalyst specified. The product is [F:1][C:2]1[CH:3]=[C:4]([C:8]2([CH2:14][N:17]([CH3:18])[CH3:16])[CH2:13][CH2:12][CH2:11][CH2:10][CH2:9]2)[CH:5]=[CH:6][CH:7]=1. The yield is 0.390. (2) The reactants are [OH:1][C@H:2]1[C@H:7]([CH3:8])[CH2:6][CH2:5][C@@H:4]([NH:9][C:10]2[C:15]([C:16]#[N:17])=[CH:14][N:13]=[C:12](S(C)(=O)=O)[N:11]=2)[CH2:3]1.[CH:22]1([NH2:25])[CH2:24][CH2:23]1. The catalyst is CN1C(=O)CCC1. The product is [CH:22]1([NH:25][C:12]2[N:11]=[C:10]([NH:9][C@@H:4]3[CH2:5][CH2:6][C@@H:7]([CH3:8])[C@H:2]([OH:1])[CH2:3]3)[C:15]([C:16]#[N:17])=[CH:14][N:13]=2)[CH2:24][CH2:23]1. The yield is 0.790. (3) The reactants are [C:1]([C:3]1[CH:15]=[C:14]2[C:6]([C:7]3[C:8](=[O:35])[C:9]4[CH:21]=[CH:20][C:19]([O:22][CH2:23][C:24]([NH:26][CH2:27][CH2:28][O:29]C(=O)C(C)=C)=[O:25])=[CH:18][C:10]=4[C:11]([CH3:17])([CH3:16])[C:12]=3[NH:13]2)=[CH:5][CH:4]=1)#[N:2].[OH-].[K+]. The catalyst is CO.O. The product is [C:1]([C:3]1[CH:15]=[C:14]2[C:6]([C:7]3[C:8](=[O:35])[C:9]4[CH:21]=[CH:20][C:19]([O:22][CH2:23][C:24]([NH:26][CH2:27][CH2:28][OH:29])=[O:25])=[CH:18][C:10]=4[C:11]([CH3:17])([CH3:16])[C:12]=3[NH:13]2)=[CH:5][CH:4]=1)#[N:2]. The yield is 0.260. (4) The reactants are [Cl:1][C:2]1[CH:7]=[C:6]([NH:8][CH3:9])[C:5](I)=[CH:4][N:3]=1.C(=O)([O-])[O-].[Na+].[Na+].[CH:17]1(B2OC(C)(C)C(C)(C)O2)[CH2:19][CH2:18]1. The catalyst is CC#N.[Pd].C1(P(C2C=CC=CC=2)C2C=CC=CC=2)C=CC=CC=1.C1(P(C2C=CC=CC=2)C2C=CC=CC=2)C=CC=CC=1.C1(P(C2C=CC=CC=2)C2C=CC=CC=2)C=CC=CC=1.C1(P(C2C=CC=CC=2)C2C=CC=CC=2)C=CC=CC=1. The product is [Cl:1][C:2]1[CH:7]=[C:6]([NH:8][CH3:9])[C:5]([CH:17]2[CH2:19][CH2:18]2)=[CH:4][N:3]=1. The yield is 0.490. (5) The reactants are [S-2].[Na+].[Na+].C(=O)(O)[O-].[Na+].[N+:9]([C:12]1[C:21]2[C:16](=[C:17]([N+:22]([O-])=O)[CH:18]=[CH:19][CH:20]=2)[CH:15]=[CH:14][CH:13]=1)([O-:11])=[O:10]. The catalyst is O.CO. The product is [N+:9]([C:12]1[CH:13]=[CH:14][CH:15]=[C:16]2[C:21]=1[CH:20]=[CH:19][CH:18]=[C:17]2[NH2:22])([O-:11])=[O:10]. The yield is 0.420. (6) The reactants are [NH2:1][C:2]1[CH:7]=[CH:6][CH:5]=[CH:4][CH:3]=1.C(N(C(C)C)CC)(C)C.Cl[CH2:18][C:19]([N:21]1[CH2:26][CH2:25][N:24]([S:27]([C:30]2[CH:39]=[CH:38][C:37]3[C:32](=[CH:33][CH:34]=[CH:35][CH:36]=3)[CH:31]=2)(=[O:29])=[O:28])[CH2:23][CH2:22]1)=[O:20]. The catalyst is C(#N)C. The product is [CH:31]1[C:32]2[C:37](=[CH:36][CH:35]=[CH:34][CH:33]=2)[CH:38]=[CH:39][C:30]=1[S:27]([N:24]1[CH2:23][CH2:22][N:21]([C:19](=[O:20])[CH2:18][NH:1][C:2]2[CH:7]=[CH:6][CH:5]=[CH:4][CH:3]=2)[CH2:26][CH2:25]1)(=[O:29])=[O:28]. The yield is 0.765.